From a dataset of Tox21: 12 toxicity assays (nuclear receptors and stress response pathways). Binary classification across 12 toxicity assays. The compound is COC(=O)[C@@H]1[C@@H](O)CC[C@@H]2CN3CCc4c([nH]c5ccccc45)[C@@H]3C[C@@H]21. It tested positive (active) for: NR-AhR (Aryl hydrocarbon Receptor agonist activity).